From a dataset of Full USPTO retrosynthesis dataset with 1.9M reactions from patents (1976-2016). Predict the reactants needed to synthesize the given product. (1) Given the product [F:4][C:5]1([F:12])[C:9]([F:11])([F:10])[CH2:8][N:7]([CH2:14][C:15]2[CH:24]=[CH:23][C:18]([C:19]([OH:21])=[O:20])=[CH:17][CH:16]=2)[CH2:6]1, predict the reactants needed to synthesize it. The reactants are: [H-].[Na+].Cl.[F:4][C:5]1([F:12])[C:9]([F:11])([F:10])[CH2:8][NH:7][CH2:6]1.Br[CH2:14][C:15]1[CH:24]=[CH:23][C:18]([C:19]([O:21]C)=[O:20])=[CH:17][CH:16]=1.[OH-].[Li+].Cl. (2) The reactants are: [CH3:1][O:2][C:3](=[O:23])[CH2:4][C:5]1[C:14]([CH3:15])=[C:13]([CH:16]2[CH2:21][CH2:20][NH:19][CH2:18][CH2:17]2)[C:12]2[C:7](=[CH:8][CH:9]=[C:10]([F:22])[CH:11]=2)[CH:6]=1.[CH3:24][O:25][C:26]1[CH:31]=[CH:30][CH:29]=[CH:28][C:27]=1[N:32]=[C:33]=[O:34]. Given the product [CH3:1][O:2][C:3](=[O:23])[CH2:4][C:5]1[C:14]([CH3:15])=[C:13]([CH:16]2[CH2:17][CH2:18][N:19]([C:33](=[O:34])[NH:32][C:27]3[CH:28]=[CH:29][CH:30]=[CH:31][C:26]=3[O:25][CH3:24])[CH2:20][CH2:21]2)[C:12]2[C:7](=[CH:8][CH:9]=[C:10]([F:22])[CH:11]=2)[CH:6]=1, predict the reactants needed to synthesize it.